This data is from Peptide-MHC class I binding affinity with 185,985 pairs from IEDB/IMGT. The task is: Regression. Given a peptide amino acid sequence and an MHC pseudo amino acid sequence, predict their binding affinity value. This is MHC class I binding data. (1) The peptide sequence is SLAYNKFYI. The MHC is HLA-A02:01 with pseudo-sequence HLA-A02:01. The binding affinity (normalized) is 0.720. (2) The binding affinity (normalized) is 0. The peptide sequence is AVMAPRTHNR. The MHC is HLA-A68:02 with pseudo-sequence HLA-A68:02. (3) The peptide sequence is RSNNKFTLK. The MHC is HLA-A68:02 with pseudo-sequence HLA-A68:02. The binding affinity (normalized) is 0. (4) The peptide sequence is KDYMSLSEQL. The MHC is HLA-B18:01 with pseudo-sequence HLA-B18:01. The binding affinity (normalized) is 0. (5) The peptide sequence is KLVIFPSHL. The MHC is HLA-B15:03 with pseudo-sequence HLA-B15:03. The binding affinity (normalized) is 0.347. (6) The peptide sequence is PWMRINNETI. The MHC is HLA-A02:01 with pseudo-sequence HLA-A02:01. The binding affinity (normalized) is 0. (7) The peptide sequence is IQAVFGFSL. The MHC is HLA-A02:03 with pseudo-sequence HLA-A02:03. The binding affinity (normalized) is 0.0847. (8) The peptide sequence is PSDTIHASF. The MHC is HLA-B08:01 with pseudo-sequence HLA-B08:01. The binding affinity (normalized) is 0.0847. (9) The peptide sequence is YMKFFGNFK. The MHC is HLA-B46:01 with pseudo-sequence HLA-B46:01. The binding affinity (normalized) is 0.0847. (10) The peptide sequence is VMCIQMKYV. The MHC is HLA-A01:01 with pseudo-sequence HLA-A01:01. The binding affinity (normalized) is 0.0847.